Dataset: Forward reaction prediction with 1.9M reactions from USPTO patents (1976-2016). Task: Predict the product of the given reaction. (1) Given the reactants Cl[C:2]1[CH:3]=[CH:4][CH:5]=[C:6]2[C:10]=1[C:9](=[O:11])[CH:8]([CH2:12][CH:13]1[CH2:18][CH2:17][CH2:16][CH2:15][CH2:14]1)[CH2:7]2.[CH3:19][C:20]1[CH:25]=[CH:24][C:23](B(O)O)=[CH:22][CH:21]=1.C(=O)([O-])[O-].[Na+].[Na+].C(O)CO, predict the reaction product. The product is: [CH3:19][C:20]1[CH:25]=[CH:24][C:23]([C:2]2[CH:3]=[CH:4][CH:5]=[C:6]3[C:10]=2[C:9](=[O:11])[CH:8]([CH2:12][CH:13]2[CH2:18][CH2:17][CH2:16][CH2:15][CH2:14]2)[CH2:7]3)=[CH:22][CH:21]=1. (2) Given the reactants [Br:1][C:2]1[CH:7]=[CH:6][C:5]([O:8]COC)=[C:4]([O:12][CH:13]2[CH2:16][CH2:15][CH2:14]2)[CH:3]=1.O1CCOCC1.Cl, predict the reaction product. The product is: [Br:1][C:2]1[CH:7]=[CH:6][C:5]([OH:8])=[C:4]([O:12][CH:13]2[CH2:16][CH2:15][CH2:14]2)[CH:3]=1. (3) Given the reactants [NH2:1][C:2]1[N:7]=[CH:6][C:5]([C:8]#[C:9][C:10]2[C:11]([CH2:26][CH3:27])=[N:12][CH:13]=[CH:14][C:15]=2[C:16]2[CH:24]=[CH:23][C:19]([C:20](O)=[O:21])=[C:18]([F:25])[CH:17]=2)=[CH:4][CH:3]=1.[C:28]([N:31]1[CH2:36][CH2:35][NH:34][CH2:33][CH2:32]1)(=[O:30])[CH3:29].CN(C(ON1N=NC2C=CC=NC1=2)=[N+](C)C)C.F[P-](F)(F)(F)(F)F.CCN(C(C)C)C(C)C, predict the reaction product. The product is: [NH2:1][C:2]1[N:7]=[CH:6][C:5]([C:8]#[C:9][C:10]2[C:11]([CH2:26][CH3:27])=[N:12][CH:13]=[CH:14][C:15]=2[C:16]2[CH:24]=[CH:23][C:19]([C:20]([N:34]3[CH2:35][CH2:36][N:31]([C:28](=[O:30])[CH3:29])[CH2:32][CH2:33]3)=[O:21])=[C:18]([F:25])[CH:17]=2)=[CH:4][CH:3]=1. (4) Given the reactants [Cl:1][C:2]1[CH:7]=[CH:6][C:5]([NH:8][C:9](=[C:12]([C:15]#[N:16])[C:13]#[N:14])SC)=[CH:4][CH:3]=1.O.[NH2:18][NH2:19], predict the reaction product. The product is: [NH2:14][C:13]1[NH:19][N:18]=[C:9]([NH:8][C:5]2[CH:6]=[CH:7][C:2]([Cl:1])=[CH:3][CH:4]=2)[C:12]=1[C:15]#[N:16]. (5) Given the reactants [CH3:1][C:2]1[C:7]([O:8][C:9]2[C:10]([C:26]([NH:28]CC3C=CC(OC)=CC=3)=[O:27])=[C:11]([NH:17][C:18]3[CH:23]=[CH:22][C:21]([I:24])=[CH:20][C:19]=3[F:25])[N:12]([CH3:16])[C:13](=[O:15])[CH:14]=2)=[CH:6][CH:5]=[CH:4][N:3]=1.[Cl-].[Al+3].[Cl-].[Cl-].C(OCC)(=O)C.O, predict the reaction product. The product is: [F:25][C:19]1[CH:20]=[C:21]([I:24])[CH:22]=[CH:23][C:18]=1[NH:17][C:11]1[N:12]([CH3:16])[C:13](=[O:15])[CH:14]=[C:9]([O:8][C:7]2[C:2]([CH3:1])=[N:3][CH:4]=[CH:5][CH:6]=2)[C:10]=1[C:26]([NH2:28])=[O:27].